This data is from Peptide-MHC class II binding affinity with 134,281 pairs from IEDB. The task is: Regression. Given a peptide amino acid sequence and an MHC pseudo amino acid sequence, predict their binding affinity value. This is MHC class II binding data. The peptide sequence is RFHYDRNNIAV. The MHC is DRB1_0404 with pseudo-sequence DRB1_0404. The binding affinity (normalized) is 0.213.